Task: Predict the product of the given reaction.. Dataset: Forward reaction prediction with 1.9M reactions from USPTO patents (1976-2016) (1) Given the reactants [Cl:1][C:2]1[CH:11]=[CH:10][C:9]2[N:8]=[C:7]([N:12]3[CH2:17][CH2:16][CH:15]([C:18]([O:20][CH2:21][CH3:22])=[O:19])[CH2:14][CH2:13]3)[CH:6]=[CH:5][C:4]=2[C:3]=1[C:23](O)=[O:24].[CH:26]1([CH2:32][CH2:33][NH2:34])[CH2:31][CH2:30][CH2:29][CH2:28][CH2:27]1, predict the reaction product. The product is: [CH2:21]([O:20][C:18]([CH:15]1[CH2:16][CH2:17][N:12]([C:7]2[CH:6]=[CH:5][C:4]3[C:9](=[CH:10][CH:11]=[C:2]([Cl:1])[C:3]=3[C:23]([NH:34][CH2:33][CH2:32][CH:26]3[CH2:31][CH2:30][CH2:29][CH2:28][CH2:27]3)=[O:24])[N:8]=2)[CH2:13][CH2:14]1)=[O:19])[CH3:22]. (2) The product is: [ClH:15].[ClH:15].[C:23]([C:27]1[CH:28]=[CH:29][C:30]([NH:31][C:44]2[C:45]3[C:50](=[CH:49][CH:48]=[CH:47][CH:46]=3)[C:41]([CH2:40][C:37]3[CH:38]=[CH:39][N:34]=[CH:35][CH:36]=3)=[N:42][N:43]=2)=[CH:32][CH:33]=1)([CH3:26])([CH3:24])[CH3:25]. Given the reactants O=P12OP3(OP(OP(O3)(O1)=O)(=O)O2)=O.[ClH:15].C(N(CC)CC)C.[C:23]([C:27]1[CH:33]=[CH:32][C:30]([NH2:31])=[CH:29][CH:28]=1)([CH3:26])([CH3:25])[CH3:24].[N:34]1[CH:39]=[CH:38][C:37]([CH2:40][C:41]2[C:50]3[C:45](=[CH:46][CH:47]=[CH:48][CH:49]=3)[C:44](=O)[NH:43][N:42]=2)=[CH:36][CH:35]=1, predict the reaction product. (3) Given the reactants [CH3:1][O:2][C:3](=[O:14])[CH2:4][C:5]1[CH:10]=[CH:9][C:8]([OH:11])=[C:7]([CH:12]=[O:13])[CH:6]=1.Cl[CH2:16][C:17]1[CH:22]=[CH:21][CH:20]=[CH:19][C:18]=1[I:23].N[C@H](C(O)=O)CC1C=C2C(C=CC=C2)=CC=1, predict the reaction product. The product is: [CH3:1][O:2][C:3](=[O:14])[CH2:4][C:5]1[CH:10]=[CH:9][C:8]([O:11][CH2:16][C:17]2[CH:22]=[CH:21][CH:20]=[CH:19][C:18]=2[I:23])=[C:7]([CH:12]=[O:13])[CH:6]=1. (4) Given the reactants [CH3:1][C:2]1[N:7]=[C:6]2[S:8][C:9]3[C:13]([NH2:14])=[N:12][NH:11][C:10]=3[C:5]2=[C:4]([CH3:15])[CH:3]=1.[CH3:16][C:17]([CH3:19])=O.C(O)(=O)C.[BH-](OC(C)=O)(OC(C)=O)OC(C)=O.[Na+], predict the reaction product. The product is: [CH:17]([NH:14][C:13]1[C:9]2[S:8][C:6]3[C:5]([C:10]=2[NH:11][N:12]=1)=[C:4]([CH3:15])[CH:3]=[C:2]([CH3:1])[N:7]=3)([CH3:19])[CH3:16].